Dataset: Catalyst prediction with 721,799 reactions and 888 catalyst types from USPTO. Task: Predict which catalyst facilitates the given reaction. (1) Reactant: [CH3:1][CH:2]([C:8]([C:10]([F:13])([F:12])[F:11])=O)[C:3](OCC)=[O:4].Cl.[CH:15]([NH2:17])=[NH:16].C[O-].[Na+].O. Product: [OH:4][C:3]1[C:2]([CH3:1])=[C:8]([C:10]([F:13])([F:12])[F:11])[N:17]=[CH:15][N:16]=1. The catalyst class is: 8. (2) Reactant: [H-].[Na+].[CH3:3][N:4]([CH2:6][CH2:7]O)[CH3:5].CS([O:13][CH:14]([CH2:33][CH2:34][CH2:35][CH2:36][CH2:37][CH2:38][CH2:39][CH2:40]/[CH:41]=[CH:42]\[CH2:43]/[CH:44]=[CH:45]\[CH2:46][CH2:47][CH2:48][CH2:49][CH3:50])[CH2:15][CH2:16][CH2:17][CH2:18][CH2:19][CH2:20][CH2:21][CH2:22]/[CH:23]=[CH:24]\[CH2:25]/[CH:26]=[CH:27]\[CH2:28][CH2:29][CH2:30][CH2:31][CH3:32])(=O)=O.[CH2:51](O)C. Product: [CH2:15]([CH:14]([CH2:33][CH2:34][CH2:35][CH2:36][CH2:37][CH2:38][CH2:39][CH2:40]/[CH:41]=[CH:42]\[CH2:43]/[CH:44]=[CH:45]\[CH2:46][CH2:47][CH2:48][CH2:49][CH3:50])[O:13][CH2:51][CH2:7][CH2:6][N:4]([CH3:3])[CH3:5])[CH2:16][CH2:17][CH2:18][CH2:19][CH2:20][CH2:21][CH2:22]/[CH:23]=[CH:24]\[CH2:25]/[CH:26]=[CH:27]\[CH2:28][CH2:29][CH2:30][CH2:31][CH3:32]. The catalyst class is: 48. (3) Reactant: C[O:2][C:3](=[O:15])[CH2:4][CH2:5][N:6]1[CH:14]=[C:12]([CH3:13])[C:10](=[O:11])[NH:9][C:7]1=[O:8].Cl. Product: [N:6]1([CH2:5][CH2:4][C:3]([OH:15])=[O:2])[CH:14]=[C:12]([CH3:13])[C:10](=[O:11])[NH:9][C:7]1=[O:8]. The catalyst class is: 74. (4) Reactant: [Cl:1][C:2]1[CH:18]=[CH:17][C:16]([Cl:19])=[CH:15][C:3]=1[O:4][CH2:5][C:6]1[CH:11]=[CH:10][N:9]=[C:8]([C:12]([OH:14])=O)[CH:7]=1.[CH3:20][C:21]1[CH:26]=[C:25]([CH3:27])[N:24]=[C:23]([NH2:28])[CH:22]=1.C(N(CC)CC)C.C(OCC)(=O)C. Product: [Cl:1][C:2]1[CH:18]=[CH:17][C:16]([Cl:19])=[CH:15][C:3]=1[O:4][CH2:5][C:6]1[CH:11]=[CH:10][N:9]=[C:8]([C:12]([NH:28][C:23]2[CH:22]=[C:21]([CH3:20])[CH:26]=[C:25]([CH3:27])[N:24]=2)=[O:14])[CH:7]=1. The catalyst class is: 9. (5) Reactant: [CH2:1]([O:8][C:9]1[C:10]([OH:17])=[C:11]([CH:14]=[CH:15][CH:16]=1)[CH:12]=[O:13])[C:2]1[CH:7]=[CH:6][CH:5]=[CH:4][CH:3]=1.C(=O)([O-])[O-].[Cs+].[Cs+].[CH:24]1([CH2:27]Br)[CH2:26][CH2:25]1.[Cl-].[NH4+]. Product: [CH2:1]([O:8][C:9]1[C:10]([O:17][CH2:27][CH:24]2[CH2:26][CH2:25]2)=[C:11]([CH:14]=[CH:15][CH:16]=1)[CH:12]=[O:13])[C:2]1[CH:3]=[CH:4][CH:5]=[CH:6][CH:7]=1. The catalyst class is: 9. (6) Product: [Cl:1][C:2]1[CH:7]=[CH:6][C:5]([C:8]2[S:9][C:10]([C:14]([OH:16])=[O:15])=[C:11]([CH3:13])[N:12]=2)=[C:4]([O:19][CH3:20])[CH:3]=1. Reactant: [Cl:1][C:2]1[CH:7]=[CH:6][C:5]([C:8]2[S:9][C:10]([C:14]([O:16]CC)=[O:15])=[C:11]([CH3:13])[N:12]=2)=[C:4]([O:19][CH3:20])[CH:3]=1.[OH-].[Na+].Br. The catalyst class is: 8. (7) Reactant: [Br:1][C:2]1[CH:13]=[CH:12][C:5]([CH2:6][CH:7]([C:10]#[N:11])[C:8]#[N:9])=[C:4]([F:14])[CH:3]=1.[H-].[Na+].Br[CH2:18][CH2:19][F:20]. Product: [Br:1][C:2]1[CH:13]=[CH:12][C:5]([CH2:6][C:7]([CH2:18][CH2:19][F:20])([C:8]#[N:9])[C:10]#[N:11])=[C:4]([F:14])[CH:3]=1. The catalyst class is: 9.